This data is from Forward reaction prediction with 1.9M reactions from USPTO patents (1976-2016). The task is: Predict the product of the given reaction. Given the reactants [C:1]1([O:7][C:8]2[CH:9]=[C:10]([CH:21]=[C:22]([O:24][C:25]3[CH:30]=[CH:29][CH:28]=[CH:27][CH:26]=3)[CH:23]=2)[C:11]([C:13]2[CH:18]=[CH:17][C:16]([O:19]C)=[CH:15][CH:14]=2)=[O:12])[CH:6]=[CH:5][CH:4]=[CH:3][CH:2]=1, predict the reaction product. The product is: [C:25]1([O:24][C:22]2[CH:21]=[C:10]([CH:9]=[C:8]([O:7][C:1]3[CH:6]=[CH:5][CH:4]=[CH:3][CH:2]=3)[CH:23]=2)[C:11]([C:13]2[CH:18]=[CH:17][C:16]([OH:19])=[CH:15][CH:14]=2)=[O:12])[CH:30]=[CH:29][CH:28]=[CH:27][CH:26]=1.